This data is from Reaction yield outcomes from USPTO patents with 853,638 reactions. The task is: Predict the reaction yield, written as a fraction of the theoretical maximum amount of product (1.0 means a 100% yield; for example, 0.34 means a 34% yield). (1) The reactants are [Br:1][C:2]1[CH:9]=[CH:8][C:5]([CH:6]=O)=[CH:4][CH:3]=1.[C:10]([O:18][CH2:19][CH3:20])(=[O:17])[CH2:11][C:12]([O:14][CH2:15][CH3:16])=[O:13].CC1C=CC(C(O)=O)=CC=1.N1CCCCC1. The catalyst is C1(C)C=CC=CC=1. The product is [CH2:15]([O:14][C:12](=[O:13])[C:11](=[CH:6][C:5]1[CH:8]=[CH:9][C:2]([Br:1])=[CH:3][CH:4]=1)[C:10]([O:18][CH2:19][CH3:20])=[O:17])[CH3:16]. The yield is 0.700. (2) The reactants are C[O:2][C:3]([C:5]1[C:10](Cl)=[CH:9][C:8](=[O:12])[N:7]([C:13]2[CH:18]=[CH:17][CH:16]=[CH:15][CH:14]=2)[N:6]=1)=[O:4].[Br:19][C:20]1[CH:26]=[CH:25][C:23]([NH2:24])=[C:22]([F:27])[CH:21]=1.C(=O)([O-])[O-].[Cs+].[Cs+].O. The catalyst is ClC1C=CC=CC=1Cl.CCOC(C)=O. The product is [Br:19][C:20]1[CH:26]=[CH:25][C:23]([NH:24][C:10]2[C:5]([C:3]([OH:2])=[O:4])=[N:6][N:7]([C:13]3[CH:18]=[CH:17][CH:16]=[CH:15][CH:14]=3)[C:8](=[O:12])[CH:9]=2)=[C:22]([F:27])[CH:21]=1. The yield is 0.430. (3) The reactants are [NH2:1][C:2]1[C:11]2[C:6](=[C:7](Br)[CH:8]=[CH:9][CH:10]=2)[N:5]=[N:4][C:3]=1[C:13]([NH:15][CH:16]1[CH2:18][CH2:17]1)=[O:14].[F:19][C:20]1[C:25](B(O)O)=[CH:24][CH:23]=[C:22]([CH3:29])[N:21]=1. No catalyst specified. The product is [NH2:1][C:2]1[C:11]2[C:6](=[C:7]([C:25]3[C:20]([F:19])=[N:21][C:22]([CH3:29])=[CH:23][CH:24]=3)[CH:8]=[CH:9][CH:10]=2)[N:5]=[N:4][C:3]=1[C:13]([NH:15][CH:16]1[CH2:18][CH2:17]1)=[O:14]. The yield is 0.600. (4) The reactants are C([O:3][C:4](=[O:21])[C@H:5]([CH2:14][C:15]1[CH:20]=[CH:19][CH:18]=[CH:17][CH:16]=1)[NH:6][CH2:7][CH2:8][CH2:9][S:10]([OH:13])(=[O:12])=[O:11])C. The catalyst is [OH-].[Na+]. The product is [C:15]1([CH2:14][C@H:5]([NH:6][CH2:7][CH2:8][CH2:9][S:10]([OH:13])(=[O:11])=[O:12])[C:4]([OH:21])=[O:3])[CH:16]=[CH:17][CH:18]=[CH:19][CH:20]=1. The yield is 0.840. (5) The reactants are [C:1]1([C:13]2[CH:18]=[CH:17][CH:16]=[CH:15][CH:14]=2)[CH:6]=[CH:5][C:4]([C:7]([CH2:9][CH2:10][CH:11]=O)=[O:8])=[CH:3][CH:2]=1.C(C(P(O)(O)=O)/C(/CC)=[C:23](\[CH2:27][CH3:28])/[C:24]([O-:26])=[O:25])C.[H-].[Na+].[CH2:37]1COC[CH2:38]1. No catalyst specified. The product is [CH2:37]([O:26][C:24](=[O:25])/[CH:23]=[CH:27]/[CH:28]=[CH:11]/[CH2:10][CH2:9][C:7]([C:4]1[CH:5]=[CH:6][C:1]([C:13]2[CH:18]=[CH:17][CH:16]=[CH:15][CH:14]=2)=[CH:2][CH:3]=1)=[O:8])[CH3:38]. The yield is 0.400. (6) The reactants are Cl[C:2]1[C:7]([Cl:8])=[CH:6][N:5]=[C:4]([NH2:9])[C:3]=1[N+:10]([O-:12])=[O:11].[NH2:13][C@@H:14]1[CH2:19][CH2:18][CH2:17][CH2:16][C@H:15]1[NH:20][S:21]([CH3:24])(=[O:23])=[O:22]. No catalyst specified. The product is [NH2:9][C:4]1[C:3]([N+:10]([O-:12])=[O:11])=[C:2]([NH:13][C@@H:14]2[CH2:19][CH2:18][CH2:17][CH2:16][C@H:15]2[NH:20][S:21]([CH3:24])(=[O:23])=[O:22])[C:7]([Cl:8])=[CH:6][N:5]=1. The yield is 0.720. (7) The reactants are [N:1]1[N:2]2[CH:10]=[CH:9][CH:8]=[C:3]2[C:4](O)=[N:5][CH:6]=1.C(N(C(C)C)CC)(C)C.P(Cl)(Cl)([Cl:22])=O.C([O-])(O)=O.[Na+]. The catalyst is C1(C)C=CC=CC=1. The product is [Cl:22][C:4]1[C:3]2=[CH:8][CH:9]=[CH:10][N:2]2[N:1]=[CH:6][N:5]=1. The yield is 0.970. (8) The reactants are C1(S)C=CC=CC=1.[Cl:8][C:9]1[CH:46]=[CH:45][CH:44]=[CH:43][C:10]=1[CH2:11][CH2:12][N:13]([CH2:26][C@H:27]([NH:29][S:30]([C:33]1[CH:34]=[C:35]2[C:40](=[CH:41][CH:42]=1)[CH:39]=[N:38][CH:37]=[CH:36]2)(=[O:32])=[O:31])[CH3:28])S(C1C=CC=CC=1[N+]([O-])=O)(=O)=O.C(=O)([O-])[O-].[K+].[K+].O. The catalyst is C(#N)C. The product is [Cl:8][C:9]1[CH:46]=[CH:45][CH:44]=[CH:43][C:10]=1[CH2:11][CH2:12][NH:13][CH2:26][C@H:27]([NH:29][S:30]([C:33]1[CH:34]=[C:35]2[C:40](=[CH:41][CH:42]=1)[CH:39]=[N:38][CH:37]=[CH:36]2)(=[O:32])=[O:31])[CH3:28]. The yield is 0.870. (9) The reactants are Cl.[Br:2][C:3]1[CH:8]=[C:7]([CH2:9][NH2:10])[CH:6]=[CH:5][N:4]=1.[Cl:11][C:12]1[C:17]([Cl:18])=[CH:16][CH:15]=[CH:14][C:13]=1[N:19]=[C:20]=[S:21]. No catalyst specified. The product is [Br:2][C:3]1[CH:8]=[C:7]([CH2:9][NH:10][C:20]([NH:19][C:13]2[CH:14]=[CH:15][CH:16]=[C:17]([Cl:18])[C:12]=2[Cl:11])=[S:21])[CH:6]=[CH:5][N:4]=1. The yield is 0.840. (10) The reactants are [Cl:1][C:2]1[CH:7]=[C:6]2[NH:8][C:9](=[O:32])[C:10]3([CH:15]([C:16]4[CH:21]=[C:20]([F:22])[CH:19]=[CH:18][C:17]=4[CH3:23])[CH2:14][C:13](=[O:24])[NH:12][CH:11]3[C:25]3[CH:30]=[CH:29][CH:28]=[C:27]([Cl:31])[CH:26]=3)[C:5]2=[CH:4][CH:3]=1.[CH3:33][O:34][CH:35]([Si:37]([CH3:40])([CH3:39])[CH3:38])[CH3:36].[H-].[Li+].[Cl:43][CH2:44][CH2:45][CH2:46]Br.O. The catalyst is CN(C)C=O. The product is [Cl:1][C:2]1[CH:7]=[C:6]2[NH:8][C:9](=[O:32])[C:10]3([CH:15]([C:16]4[CH:21]=[C:20]([F:22])[CH:19]=[CH:18][C:17]=4[CH3:23])[CH2:14][C:13](=[O:24])[N:12]([CH2:46][CH2:45][CH2:44][Cl:43])[CH:11]3[C:25]3[CH:30]=[CH:29][CH:28]=[C:27]([Cl:31])[CH:26]=3)[C:5]2=[CH:4][CH:3]=1.[CH3:33][O:34][CH:35]([Si:37]([CH3:40])([CH3:39])[CH3:38])[CH3:36]. The yield is 0.240.